Dataset: Full USPTO retrosynthesis dataset with 1.9M reactions from patents (1976-2016). Task: Predict the reactants needed to synthesize the given product. (1) Given the product [C:29]([C:22]1[CH:21]=[C:20]2[C:25]([C:26]3[C:27](=[O:28])[C:15]4[CH:14]=[CH:13][C:12]([O:11][CH2:10][CH2:9][NH:8][S:44]([CH3:43])(=[O:46])=[O:45])=[CH:33][C:16]=4[C:17]([CH3:31])([CH3:32])[C:18]=3[NH:19]2)=[CH:24][CH:23]=1)#[N:30], predict the reactants needed to synthesize it. The reactants are: FC(F)(F)C(O)=O.[NH2:8][CH2:9][CH2:10][O:11][C:12]1[CH:13]=[CH:14][C:15]2[C:27](=[O:28])[C:26]3[C:25]4[C:20](=[CH:21][C:22]([C:29]#[N:30])=[CH:23][CH:24]=4)[NH:19][C:18]=3[C:17]([CH3:32])([CH3:31])[C:16]=2[CH:33]=1.C(N(C(C)C)CC)(C)C.[CH3:43][S:44](Cl)(=[O:46])=[O:45]. (2) Given the product [CH3:1][O:2][C:3]1[CH:8]=[CH:7][C:6]([C:9]2[CH:10]=[CH:11][CH:12]=[C:13]([C:15]3[NH:39][N:38]=[N:37][N:16]=3)[N:14]=2)=[CH:5][C:4]=1[CH:17]1[C:30]2[C:29](=[O:31])[CH2:28][C:27]([CH3:32])([CH3:33])[CH2:26][C:25]=2[O:24][C:23]2[CH2:22][C:21]([CH3:35])([CH3:34])[CH2:20][C:19](=[O:36])[C:18]1=2, predict the reactants needed to synthesize it. The reactants are: [CH3:1][O:2][C:3]1[CH:8]=[CH:7][C:6]([C:9]2[N:14]=[C:13]([C:15]#[N:16])[CH:12]=[CH:11][CH:10]=2)=[CH:5][C:4]=1[CH:17]1[C:30]2[C:29](=[O:31])[CH2:28][C:27]([CH3:33])([CH3:32])[CH2:26][C:25]=2[O:24][C:23]2[CH2:22][C:21]([CH3:35])([CH3:34])[CH2:20][C:19](=[O:36])[C:18]1=2.[N-:37]=[N+:38]=[N-:39].[Na+].[Cl-].[NH4+].O. (3) Given the product [CH:1]([C:4]1[CH:5]=[CH:6][C:7]([C:8]([NH:29][NH:28][CH2:30][C:31]([O:33][CH2:34][CH3:35])=[O:32])=[O:10])=[CH:11][CH:12]=1)([CH3:2])[CH3:3], predict the reactants needed to synthesize it. The reactants are: [CH:1]([C:4]1[CH:12]=[CH:11][C:7]([C:8]([OH:10])=O)=[CH:6][CH:5]=1)([CH3:3])[CH3:2].C(N(CC)CC)C.C(OC(Cl)=O)C(C)C.[NH:28]([CH2:30][C:31]([O:33][CH2:34][CH3:35])=[O:32])[NH2:29]. (4) Given the product [CH3:17][C:12]1[CH:13]=[C:14]([O:8][CH2:3][C:4]([F:7])([F:6])[F:5])[CH:15]=[C:10]([CH3:9])[C:11]=1[CH2:18][C:19]([OH:21])=[O:20], predict the reactants needed to synthesize it. The reactants are: [H-].[Na+].[CH2:3]([OH:8])[C:4]([F:7])([F:6])[F:5].[CH3:9][C:10]1[CH:15]=[C:14](Br)[CH:13]=[C:12]([CH3:17])[C:11]=1[CH2:18][C:19]([O:21]C)=[O:20]. (5) Given the product [CH:38]1([NH:44][C:45]([NH:26][S:23]([C:20]2[CH:21]=[CH:22][C:17]([O:16][CH2:15][CH2:14][CH2:13][O:12][C:11]3[CH:27]=[CH:28][C:8]([O:1][C:2]4[CH:7]=[CH:6][CH:5]=[CH:4][CH:3]=4)=[CH:9][C:10]=3[CH2:29][CH2:30][CH3:31])=[CH:18][CH:19]=2)(=[O:24])=[O:25])=[O:46])[CH2:43][CH2:42][CH2:41][CH2:40][CH2:39]1, predict the reactants needed to synthesize it. The reactants are: [O:1]([C:8]1[CH:28]=[CH:27][C:11]([O:12][CH2:13][CH2:14][CH2:15][O:16][C:17]2[CH:22]=[CH:21][C:20]([S:23]([NH2:26])(=[O:25])=[O:24])=[CH:19][CH:18]=2)=[C:10]([CH2:29][CH2:30][CH3:31])[CH:9]=1)[C:2]1[CH:7]=[CH:6][CH:5]=[CH:4][CH:3]=1.C(=O)([O-])[O-].[K+].[K+].[CH:38]1([N:44]=[C:45]=[O:46])[CH2:43][CH2:42][CH2:41][CH2:40][CH2:39]1. (6) Given the product [CH3:1][C:2]1([CH3:43])[CH2:3][CH2:4][CH:5]([C:8](=[O:42])[CH2:9][CH:10]2[C:11]3[C:16](=[CH:15][CH:14]=[CH:13][C:12]=3[F:41])[C:17]3=[CH:21][N:20]=[CH:19][N:18]23)[CH2:6][CH2:7]1, predict the reactants needed to synthesize it. The reactants are: [CH3:1][C:2]1([CH3:43])[CH2:7][CH2:6][CH:5]([C:8](=[O:42])[CH:9]=[CH:10][C:11]2[C:16]([C:17]3[N:18]=[CH:19][N:20](C(C4C=CC=CC=4)(C4C=CC=CC=4)C4C=CC=CC=4)[CH:21]=3)=[CH:15][CH:14]=[CH:13][C:12]=2[F:41])[CH2:4][CH2:3]1.C(O)(=O)C. (7) Given the product [CH3:36][S:37]([OH:40])(=[O:39])=[O:38].[CH3:13][O:12][C:5]1[CH:6]=[C:7]([CH2:9][O:10][CH3:11])[CH:8]=[C:3]([O:2][CH3:1])[C:4]=1[C:14]1[N:15]2[N:21]=[C:20]([O:22][CH3:23])[C:19]([N:24]([CH2:31][CH:32]3[CH2:34][CH:33]3[CH3:35])[CH:25]3[CH2:26][CH2:27][O:28][CH2:29][CH2:30]3)=[C:16]2[S:17][CH:18]=1, predict the reactants needed to synthesize it. The reactants are: [CH3:1][O:2][C:3]1[CH:8]=[C:7]([CH2:9][O:10][CH3:11])[CH:6]=[C:5]([O:12][CH3:13])[C:4]=1[C:14]1[N:15]2[N:21]=[C:20]([O:22][CH3:23])[C:19]([N:24]([CH2:31][CH:32]3[CH2:34][CH:33]3[CH3:35])[CH:25]3[CH2:30][CH2:29][O:28][CH2:27][CH2:26]3)=[C:16]2[S:17][CH:18]=1.[CH3:36][S:37]([OH:40])(=[O:39])=[O:38]. (8) Given the product [CH2:1]([S:3]([C:6]1[CH:11]=[CH:10][C:9]([I:23])=[CH:8][CH:7]=1)(=[O:5])=[O:4])[CH3:2], predict the reactants needed to synthesize it. The reactants are: [CH2:1]([S:3]([C:6]1[CH:11]=[CH:10][C:9](F)=[CH:8][CH:7]=1)(=[O:5])=[O:4])[CH3:2].C1C(S(Cl)(=O)=O)=CC=C([I:23])C=1. (9) Given the product [NH2:5][CH:4]([CH2:6][C:7]1[CH:8]=[CH:9][C:10]([OH:11])=[C:12]([OH:13])[CH:14]=1)[C:2]([NH2:15])=[O:1], predict the reactants needed to synthesize it. The reactants are: [O:1]=[C:2]([C@H:4]([CH2:6][C:7]1[CH:14]=[C:12]([OH:13])[C:10]([OH:11])=[CH:9][CH:8]=1)[NH2:5])O.[NH3:15]. (10) Given the product [N:8]1[CH:9]=[CH:10][CH:11]=[CH:12][C:7]=1[C:6]1[N:23]=[C:21]([NH:20][C:15]2[N:16]=[CH:17][CH:18]=[CH:19][N:14]=2)[S:22][C:3]=1[C:4]#[N:5], predict the reactants needed to synthesize it. The reactants are: Br.Br[CH:3]([C:6](=O)[C:7]1[CH:12]=[CH:11][CH:10]=[CH:9][N:8]=1)[C:4]#[N:5].[N:14]1[CH:19]=[CH:18][CH:17]=[N:16][C:15]=1[NH:20][C:21]([NH2:23])=[S:22].C(N(CC)CC)C.